This data is from Full USPTO retrosynthesis dataset with 1.9M reactions from patents (1976-2016). The task is: Predict the reactants needed to synthesize the given product. (1) Given the product [F:1][C:2]1[CH:3]=[CH:4][C:5]([C:8]2[N:9]=[C:10]([C@H:13]3[CH2:25][C:24]4[C:23]5[C:18](=[CH:19][CH:20]=[CH:21][CH:22]=5)[NH:17][C:16]=4[CH:15]([C:26]([OH:28])=[O:27])[NH:14]3)[NH:11][CH:12]=2)=[CH:6][CH:7]=1.[N:45]1([C:44]([NH2:40])=[O:53])[CH2:43][CH2:48][CH2:47][CH2:46]1, predict the reactants needed to synthesize it. The reactants are: [F:1][C:2]1[CH:7]=[CH:6][C:5]([C:8]2[N:9]=[C:10]([C@H:13]3[CH2:25][C:24]4[C:23]5[C:18](=[CH:19][CH:20]=[CH:21][CH:22]=5)[NH:17][C:16]=4[CH:15]([C:26]([OH:28])=[O:27])[NH:14]3)[NH:11][CH:12]=2)=[CH:4][CH:3]=1.F[P-](F)(F)(F)(F)F.C[N+](C)=C(N(C)C)O[N:40]1[C:44]2[N:45]=[CH:46][CH:47]=[CH:48][C:43]=2N=N1.[OH:53]N1C2N=CC=CC=2N=N1.N1CCCC1. (2) Given the product [CH3:29][O:28][C:25]1[CH:24]=[CH:23][C:22]([C:19]2[C:18]([C:30]3[CH:35]=[CH:34][CH:33]=[CH:32][CH:31]=3)=[C:17]([C:14]3([C:12]([N:1]4[CH2:6][CH2:5][O:4][CH2:3][CH2:2]4)=[O:11])[CH2:16][CH2:15]3)[O:21][N:20]=2)=[CH:27][CH:26]=1, predict the reactants needed to synthesize it. The reactants are: [NH:1]1[CH2:6][CH2:5][O:4][CH2:3][CH2:2]1.C[Mg]Br.C[O:11][C:12]([C:14]1([C:17]2[O:21][N:20]=[C:19]([C:22]3[CH:27]=[CH:26][C:25]([O:28][CH3:29])=[CH:24][CH:23]=3)[C:18]=2[C:30]2[CH:35]=[CH:34][CH:33]=[CH:32][CH:31]=2)[CH2:16][CH2:15]1)=O. (3) Given the product [CH2:1]([O:8][C:9]1[CH:10]=[CH:11][C:12]([CH2:15][C@H:16]([NH:20][C:21](=[O:27])[O:22][CH2:23][CH2:24][CH2:37][CH3:38])[C:17]2[S:19][CH:28]=[CH:29][N:18]=2)=[CH:13][CH:14]=1)[C:2]1[CH:3]=[CH:4][CH:5]=[CH:6][CH:7]=1, predict the reactants needed to synthesize it. The reactants are: [CH2:1]([O:8][C:9]1[CH:14]=[CH:13][C:12]([CH2:15][C@H:16]([NH:20][C:21](=[O:27])[O:22][C:23](C)(C)[CH3:24])[C:17](=[S:19])[NH2:18])=[CH:11][CH:10]=1)[C:2]1[CH:7]=[CH:6][CH:5]=[CH:4][CH:3]=1.[CH2:28](OC(OCC)CBr)[CH3:29].[CH3:37][C:38](C)=O. (4) Given the product [C:1]1([S:7]([C:10]2[S:14][C:13]([S:15]([NH:19][C:20]3[CH:25]=[CH:24][CH:23]=[C:22]([C:26]4[NH:30][N:29]=[N:28][N:27]=4)[CH:21]=3)(=[O:17])=[O:16])=[CH:12][CH:11]=2)(=[O:9])=[O:8])[CH:6]=[CH:5][CH:4]=[CH:3][CH:2]=1, predict the reactants needed to synthesize it. The reactants are: [C:1]1([S:7]([C:10]2[S:14][C:13]([S:15](Cl)(=[O:17])=[O:16])=[CH:12][CH:11]=2)(=[O:9])=[O:8])[CH:6]=[CH:5][CH:4]=[CH:3][CH:2]=1.[NH2:19][C:20]1[CH:21]=[C:22]([C:26]2[NH:30][N:29]=[N:28][N:27]=2)[CH:23]=[CH:24][CH:25]=1.